From a dataset of Catalyst prediction with 721,799 reactions and 888 catalyst types from USPTO. Predict which catalyst facilitates the given reaction. (1) Reactant: [NH2:1][C:2]1[CH:3]=[C:4]([C:17]2[CH:18]=[CH:19][C:20]3[N:21]([C:23]([C:26]4[CH:33]=[CH:32][C:29]([C:30]#[N:31])=[CH:28][CH:27]=4)=[CH:24][N:25]=3)[CH:22]=2)[CH:5]=[CH:6][C:7]=1[C:8]([N:10]1[CH2:15][CH2:14][N:13]([CH3:16])[CH2:12][CH2:11]1)=[O:9].[C:34](OC(=O)C)(=[O:36])[CH3:35].N1C=CC=CC=1.OS([O-])(=O)=O.[Na+]. Product: [C:30]([C:29]1[CH:28]=[CH:27][C:26]([C:23]2[N:21]3[CH:22]=[C:17]([C:4]4[CH:5]=[CH:6][C:7]([C:8]([N:10]5[CH2:11][CH2:12][N:13]([CH3:16])[CH2:14][CH2:15]5)=[O:9])=[C:2]([NH:1][C:34](=[O:36])[CH3:35])[CH:3]=4)[CH:18]=[CH:19][C:20]3=[N:25][CH:24]=2)=[CH:33][CH:32]=1)#[N:31]. The catalyst class is: 2. (2) Reactant: N1C=CC=CC=1.[NH2:7][C:8]1[C:13]([C:14]#[N:15])=[C:12]([C:16]2[CH:17]=[CH:18][C:19]([N:26]([CH3:28])[CH3:27])=[C:20]([CH:25]=2)[C:21]([O:23]C)=[O:22])[CH:11]=[C:10]([C:29]2[CH:34]=[CH:33][CH:32]=[CH:31][C:30]=2[O:35][CH2:36][O:37][CH3:38])[N:9]=1.[C:39]1([C:44](Cl)=[O:45])[S:43][CH:42]=[CH:41][CH:40]=1. Product: [C:14]([C:13]1[C:8]([NH:7][C:44]([C:39]2[S:43][CH:42]=[CH:41][CH:40]=2)=[O:45])=[N:9][C:10]([C:29]2[CH:34]=[CH:33][CH:32]=[CH:31][C:30]=2[O:35][CH2:36][O:37][CH3:38])=[CH:11][C:12]=1[C:16]1[CH:17]=[CH:18][C:19]([N:26]([CH3:27])[CH3:28])=[C:20]([CH:25]=1)[C:21]([OH:23])=[O:22])#[N:15]. The catalyst class is: 6. (3) Reactant: [Cl:1][C:2]1[CH:7]=[CH:6][C:5]([CH2:8][NH2:9])=[CH:4][C:3]=1[F:10].[CH3:11][C:12]([O:15][C:16](O[C:16]([O:15][C:12]([CH3:14])([CH3:13])[CH3:11])=[O:17])=[O:17])([CH3:14])[CH3:13].C([O-])([O-])=O.[K+].[K+]. Product: [Cl:1][C:2]1[CH:7]=[CH:6][C:5]([CH2:8][NH:9][C:16](=[O:17])[O:15][C:12]([CH3:14])([CH3:13])[CH3:11])=[CH:4][C:3]=1[F:10]. The catalyst class is: 10. (4) Reactant: [C:1]([O:5][C:6]([N:8]1[CH2:11][CH:10]([O:12][C:13]2[CH:18]=[CH:17][C:16]([NH2:19])=[CH:15][C:14]=2[O:20][CH3:21])[CH2:9]1)=[O:7])([CH3:4])([CH3:3])[CH3:2].C[Al](C)C.C[O:27][C:28]([C:30]1[S:31][C:32]([C:41]2[CH:46]=[CH:45][C:44]([Cl:47])=[CH:43][CH:42]=2)=[CH:33][C:34]=1[C:35]#[C:36][Si:37]([CH3:40])([CH3:39])[CH3:38])=O. Product: [C:1]([O:5][C:6]([N:8]1[CH2:9][CH:10]([O:12][C:13]2[CH:18]=[CH:17][C:16]([NH:19][C:28]([C:30]3[S:31][C:32]([C:41]4[CH:42]=[CH:43][C:44]([Cl:47])=[CH:45][CH:46]=4)=[CH:33][C:34]=3[C:35]#[C:36][Si:37]([CH3:40])([CH3:39])[CH3:38])=[O:27])=[CH:15][C:14]=2[O:20][CH3:21])[CH2:11]1)=[O:7])([CH3:4])([CH3:3])[CH3:2]. The catalyst class is: 11. (5) Reactant: C(O[C:4](=O)[NH:5][CH:6]1[C:15]2[C:10](=[CH:11][CH:12]=[CH:13][CH:14]=2)[CH2:9][CH2:8][CH2:7]1)C.CCOCC. Product: [CH3:4][NH:5][C@@H:6]1[C:15]2[C:10](=[CH:11][CH:12]=[CH:13][CH:14]=2)[CH2:9][CH2:8][CH2:7]1. The catalyst class is: 1. (6) Reactant: N(C(OC(C)(C)C)=O)=NC(O[C:6](C)(C)[CH3:7])=O.[F:17][C:18]1[CH:23]=[CH:22][C:21]([S:24]([NH:27][C:28]2[CH:37]=[CH:36][C:35]3[C:30](=[CH:31][CH:32]=[CH:33][CH:34]=3)[C:29]=2[C:38]([O:40]C)=[O:39])(=[O:26])=[O:25])=[CH:20][CH:19]=1.C(O)C.[Li+].[OH-]. Product: [CH2:6]([N:27]([S:24]([C:21]1[CH:20]=[CH:19][C:18]([F:17])=[CH:23][CH:22]=1)(=[O:25])=[O:26])[C:28]1[CH:37]=[CH:36][C:35]2[C:30](=[CH:31][CH:32]=[CH:33][CH:34]=2)[C:29]=1[C:38]([OH:40])=[O:39])[CH3:7]. The catalyst class is: 1.